This data is from Full USPTO retrosynthesis dataset with 1.9M reactions from patents (1976-2016). The task is: Predict the reactants needed to synthesize the given product. (1) Given the product [C:17]([O:1][C:2]1[CH:10]=[CH:9][C:5]([C:6]([OH:8])=[O:7])=[CH:4][CH:3]=1)(=[O:19])[CH3:18], predict the reactants needed to synthesize it. The reactants are: [OH:1][C:2]1[CH:10]=[CH:9][C:5]([C:6]([OH:8])=[O:7])=[CH:4][CH:3]=1.N1C=CC=CC=1.[C:17](Cl)(=[O:19])[CH3:18]. (2) Given the product [CH3:27][C:26]1[CH:2]=[C:3]([C:12]2[O:15][N:14]=[C:2]([C:3]3[CH:4]=[CH:5][C:6]([OH:13])=[C:7]([CH:12]=3)[C:8]([O:10][CH3:11])=[O:9])[N:1]=2)[CH:4]=[CH:5][C:25]=1[C:29]1[CH:8]=[CH:7][CH:6]=[CH:24][C:22]=1[CH3:23], predict the reactants needed to synthesize it. The reactants are: [NH2:1][C:2](=[N:14][OH:15])[C:3]1[CH:4]=[CH:5][C:6]([OH:13])=[C:7]([CH:12]=1)[C:8]([O:10][CH3:11])=[O:9].CCN([CH:22]([CH3:24])[CH3:23])C(C)C.[CH2:25]1[CH2:29]O[CH2:27][CH2:26]1. (3) Given the product [NH2:1][C:2]1[CH:14]=[C:13]([C@H:15]([NH:19][C:20]([N:22]2[C:28](=[O:29])[C@@H:27]([CH2:30][C:31]3[CH:36]=[C:35]([Cl:37])[CH:34]=[CH:33][C:32]=3[O:38][CH3:39])[CH2:26][NH:25][C:24](=[N:40][N:41]([CH3:43])[CH3:42])[CH2:23]2)=[O:21])[CH2:16][CH2:17][CH3:18])[CH:12]=[CH:11][C:3]=1[C:4]([OH:6])=[O:5], predict the reactants needed to synthesize it. The reactants are: [NH2:1][C:2]1[CH:14]=[C:13]([C@H:15]([NH:19][C:20]([N:22]2[C:28](=[O:29])[C@@H:27]([CH2:30][C:31]3[CH:36]=[C:35]([Cl:37])[CH:34]=[CH:33][C:32]=3[O:38][CH3:39])[CH2:26][NH:25][C:24](=[N:40][N:41]([CH3:43])[CH3:42])[CH2:23]2)=[O:21])[CH2:16][CH2:17][CH3:18])[CH:12]=[CH:11][C:3]=1[C:4]([O:6]C(C)(C)C)=[O:5].Cl.C1(C)C=CC=CC=1. (4) Given the product [O:1]1[CH:5]=[CH:4][C:3]([C:6]2[CH:17]=[C:16]([CH3:18])[CH:15]=[C:14]([CH3:19])[C:7]=2[O:8][CH2:9][C:10]([NH:21][NH2:22])=[O:11])=[CH:2]1, predict the reactants needed to synthesize it. The reactants are: [O:1]1[CH:5]=[CH:4][C:3]([C:6]2[CH:17]=[C:16]([CH3:18])[CH:15]=[C:14]([CH3:19])[C:7]=2[O:8][CH2:9][C:10](OC)=[O:11])=[CH:2]1.O.[NH2:21][NH2:22].